Dataset: Reaction yield outcomes from USPTO patents with 853,638 reactions. Task: Predict the reaction yield, written as a fraction of the theoretical maximum amount of product (1.0 means a 100% yield; for example, 0.34 means a 34% yield). (1) The reactants are [NH2:1][C:2]1[CH:22]=[CH:21][C:5]([O:6][C:7]2[N:12]=[CH:11][N:10]=[C:9]([NH:13][C:14](=[O:20])[O:15][C:16]([CH3:19])([CH3:18])[CH3:17])[CH:8]=2)=[C:4]([F:23])[CH:3]=1.[F:24][C:25]1[CH:30]=[CH:29][C:28]([NH:31][C:32](=[O:37])[CH2:33][C:34](O)=[O:35])=[CH:27][CH:26]=1.CN(C(ON1N=NC2C=CC=CC1=2)=[N+](C)C)C.[B-](F)(F)(F)F.CCN(C(C)C)C(C)C. The catalyst is C(Cl)Cl.CO. The product is [F:23][C:4]1[CH:3]=[C:2]([NH:1][C:34](=[O:35])[CH2:33][C:32]([NH:31][C:28]2[CH:29]=[CH:30][C:25]([F:24])=[CH:26][CH:27]=2)=[O:37])[CH:22]=[CH:21][C:5]=1[O:6][C:7]1[N:12]=[CH:11][N:10]=[C:9]([NH:13][C:14](=[O:20])[O:15][C:16]([CH3:19])([CH3:18])[CH3:17])[CH:8]=1. The yield is 0.800. (2) The reactants are [I:1][C:2]1[CH:3]=[C:4]([CH:7]=[CH:8][CH:9]=1)[CH:5]=[O:6].[CH2:10]([Mg]Br)[CH2:11][CH:12]=[CH2:13]. The catalyst is C1COCC1. The product is [I:1][C:2]1[CH:3]=[C:4]([CH:5]([OH:6])[CH2:13][CH2:12][CH:11]=[CH2:10])[CH:7]=[CH:8][CH:9]=1. The yield is 0.950. (3) The reactants are [NH2:1][C:2]1[N:10]=[C:9]([C:11]([F:14])([F:13])[F:12])[CH:8]=[CH:7][C:3]=1[C:4](O)=[O:5].[NH2:15][C:16](N)=[O:17].FC1C=NC2N=C(O)N=C(O)C=2C=1. No catalyst specified. The product is [F:12][C:11]([F:14])([F:13])[C:9]1[CH:8]=[CH:7][C:3]2[C:4]([OH:5])=[N:15][C:16]([OH:17])=[N:1][C:2]=2[N:10]=1. The yield is 0.780. (4) The reactants are C([N:8]1[CH2:13][CH2:12][CH:11]([C:14](=[O:26])[CH2:15][C:16]2[CH:21]=[CH:20][CH:19]=[CH:18][C:17]=2[C:22]([F:25])([F:24])[F:23])[CH2:10][CH2:9]1)C1C=CC=CC=1.[Cl:27]CCCl. The catalyst is ClC(OC(Cl)C)=O. The product is [ClH:27].[NH:8]1[CH2:9][CH2:10][CH:11]([C:14](=[O:26])[CH2:15][C:16]2[CH:21]=[CH:20][CH:19]=[CH:18][C:17]=2[C:22]([F:24])([F:25])[F:23])[CH2:12][CH2:13]1. The yield is 0.830. (5) The reactants are [CH3:1][C:2]1[O:6][N:5]=[C:4]([C:7]2[CH:12]=[CH:11][CH:10]=[CH:9][CH:8]=2)[C:3]=1[CH2:13][NH:14][C:15]1[CH:23]=[CH:22][C:18]([C:19]([OH:21])=O)=[CH:17][N:16]=1.[CH:24]([NH2:27])([CH3:26])[CH3:25]. No catalyst specified. The product is [CH:24]([NH:27][C:19](=[O:21])[C:18]1[CH:22]=[CH:23][C:15]([NH:14][CH2:13][C:3]2[C:4]([C:7]3[CH:8]=[CH:9][CH:10]=[CH:11][CH:12]=3)=[N:5][O:6][C:2]=2[CH3:1])=[N:16][CH:17]=1)([CH3:26])[CH3:25]. The yield is 0.820. (6) The reactants are [Cl:1][C:2]1[C:10]2[N:9]=[C:8]3[N:11]([C:15]4[CH:20]=[CH:19][C:18]([Cl:21])=[CH:17][C:16]=4[Cl:22])[CH2:12][CH2:13][CH2:14][N:7]3[C:6]=2[C:5]([CH:23]([OH:26])[CH2:24][CH3:25])=[CH:4][CH:3]=1.[CH:27]1([C:30](O)=[O:31])[CH2:29][CH2:28]1.C(N(CC)CC)C.Cl.C(N=C=NCCCN(C)C)C. The catalyst is CN(C)C1C=CN=CC=1.O1CCCC1.O. The product is [CH:27]1([C:30]([O:26][CH:23]([C:5]2[C:6]3[N:7]4[CH2:14][CH2:13][CH2:12][N:11]([C:15]5[CH:20]=[CH:19][C:18]([Cl:21])=[CH:17][C:16]=5[Cl:22])[C:8]4=[N:9][C:10]=3[C:2]([Cl:1])=[CH:3][CH:4]=2)[CH2:24][CH3:25])=[O:31])[CH2:29][CH2:28]1. The yield is 0.530.